From a dataset of Retrosynthesis with 50K atom-mapped reactions and 10 reaction types from USPTO. Predict the reactants needed to synthesize the given product. (1) Given the product COc1cc(O)cc(Br)c1, predict the reactants needed to synthesize it. The reactants are: COc1cc(Br)cc(OC)c1. (2) Given the product CC(O)c1ccc2c(c1)C(C)(C)CCO2, predict the reactants needed to synthesize it. The reactants are: CC(=O)c1ccc2c(c1)C(C)(C)CCO2.